Dataset: Full USPTO retrosynthesis dataset with 1.9M reactions from patents (1976-2016). Task: Predict the reactants needed to synthesize the given product. (1) Given the product [NH2:19][C:14]1[CH:15]=[N:16][C:17]2[C:12]([C:13]=1[NH:22][CH2:23][CH2:24][CH2:25][CH2:26][NH:27][C:28](=[O:34])[O:29][C:30]([CH3:33])([CH3:32])[CH3:31])=[CH:11][CH:10]=[C:9]([O:8][CH2:1][C:2]1[CH:3]=[CH:4][CH:5]=[CH:6][CH:7]=1)[CH:18]=2, predict the reactants needed to synthesize it. The reactants are: [CH2:1]([O:8][C:9]1[CH:18]=[C:17]2[C:12]([C:13]([NH:22][CH2:23][CH2:24][CH2:25][CH2:26][NH:27][C:28](=[O:34])[O:29][C:30]([CH3:33])([CH3:32])[CH3:31])=[C:14]([N+:19]([O-])=O)[CH:15]=[N:16]2)=[CH:11][CH:10]=1)[C:2]1[CH:7]=[CH:6][CH:5]=[CH:4][CH:3]=1.CC(O)C.[H][H]. (2) Given the product [NH2:19][C:20]1[CH:25]=[C:24]([C:13]2[CH:14]=[CH:15][C:10]([C:8]([F:17])([CH3:9])[CH2:7][NH:6][S:3]([N:2]([CH3:18])[CH3:1])(=[O:5])=[O:4])=[CH:11][CH:12]=2)[CH:23]=[CH:22][CH:21]=1, predict the reactants needed to synthesize it. The reactants are: [CH3:1][N:2]([CH3:18])[S:3]([NH:6][CH2:7][C:8]([F:17])([C:10]1[CH:15]=[CH:14][C:13](I)=[CH:12][CH:11]=1)[CH3:9])(=[O:5])=[O:4].[NH2:19][C:20]1[CH:21]=[C:22](B(O)O)[CH:23]=[CH:24][CH:25]=1.C(=O)([O-])[O-].[K+].[K+].O1CCOCC1.O. (3) Given the product [Cl:14][C:15]1[CH:20]=[C:19]([N+:21]([O-:23])=[O:22])[CH:18]=[CH:17][C:16]=1[S:1][C:2]1[S:3][C:4]2[CH:10]=[CH:9][C:8]([C:11]([OH:13])=[O:12])=[CH:7][C:5]=2[N:6]=1, predict the reactants needed to synthesize it. The reactants are: [SH:1][C:2]1[S:3][C:4]2[CH:10]=[CH:9][C:8]([C:11]([OH:13])=[O:12])=[CH:7][C:5]=2[N:6]=1.[Cl:14][C:15]1[CH:20]=[C:19]([N+:21]([O-:23])=[O:22])[CH:18]=[CH:17][C:16]=1F.